This data is from Peptide-MHC class I binding affinity with 185,985 pairs from IEDB/IMGT. The task is: Regression. Given a peptide amino acid sequence and an MHC pseudo amino acid sequence, predict their binding affinity value. This is MHC class I binding data. (1) The peptide sequence is GRYNLISPK. The MHC is HLA-B51:01 with pseudo-sequence HLA-B51:01. The binding affinity (normalized) is 0.0847. (2) The binding affinity (normalized) is 0.213. The MHC is HLA-B45:06 with pseudo-sequence HLA-B45:06. The peptide sequence is YSLAGSSPF. (3) The binding affinity (normalized) is 0.998. The peptide sequence is AVDLSHFLK. The MHC is Mamu-B8301 with pseudo-sequence Mamu-B8301.